Dataset: Catalyst prediction with 721,799 reactions and 888 catalyst types from USPTO. Task: Predict which catalyst facilitates the given reaction. (1) Reactant: [F:1][C:2]([F:15])([F:14])[S:3]([O:6]S(C(F)(F)F)(=O)=O)(=[O:5])=[O:4].O[C:17]1[CH:18]=[CH:19][C:20]([C:23]2[N:27]([C:28]3[CH:33]=[CH:32][CH:31]=[CH:30][N:29]=3)[N:26]=[C:25]([C:34]([O:36][CH2:37][CH3:38])=[O:35])[CH:24]=2)=[N:21][CH:22]=1.O. Product: [N:29]1[CH:30]=[CH:31][CH:32]=[CH:33][C:28]=1[N:27]1[C:23]([C:20]2[CH:19]=[CH:18][C:17]([O:6][S:3]([C:2]([F:15])([F:14])[F:1])(=[O:5])=[O:4])=[CH:22][N:21]=2)=[CH:24][C:25]([C:34]([O:36][CH2:37][CH3:38])=[O:35])=[N:26]1. The catalyst class is: 272. (2) Reactant: [CH2:1]([O:3][C:4](=[O:27])[CH2:5][C:6]1[CH:11]=[C:10]([O:12][CH2:13][C:14]([F:17])([F:16])[F:15])[C:9]([N+:18]([O-])=O)=[C:8]([O:21][CH2:22][C:23]([F:26])([F:25])[F:24])[CH:7]=1)[CH3:2]. Product: [CH2:1]([O:3][C:4](=[O:27])[CH2:5][C:6]1[CH:7]=[C:8]([O:21][CH2:22][C:23]([F:25])([F:24])[F:26])[C:9]([NH2:18])=[C:10]([O:12][CH2:13][C:14]([F:16])([F:17])[F:15])[CH:11]=1)[CH3:2]. The catalyst class is: 50. (3) Reactant: [H-].[Al+3].[Li+].[H-].[H-].[H-].[CH:7]1([NH:12][CH2:13][CH2:14][C:15]#[N:16])[CH2:11][CH2:10][CH2:9][CH2:8]1.[OH-].[Na+].S([O-])([O-])(=O)=O.[Mg+2]. Product: [CH:7]1([NH:12][CH2:13][CH2:14][CH2:15][NH2:16])[CH2:11][CH2:10][CH2:9][CH2:8]1. The catalyst class is: 280. (4) Reactant: CN(C)C=O.[NH2:6][C:7]1[CH:8]=[C:9]2[C:13](=[CH:14][CH:15]=1)[CH2:12][N:11]([C:16]([O:18][C:19]([CH3:22])([CH3:21])[CH3:20])=[O:17])[CH2:10]2.F[C:24]1[CH:29]=[CH:28][CH:27]=[CH:26][C:25]=1[N+:30]([O-:32])=[O:31].C(=O)([O-])[O-].[K+].[K+]. Product: [C:19]([O:18][C:16]([N:11]1[CH2:10][C:9]2[C:13](=[CH:14][CH:15]=[C:7]([NH:6][C:24]3[CH:29]=[CH:28][CH:27]=[CH:26][C:25]=3[N+:30]([O-:32])=[O:31])[CH:8]=2)[CH2:12]1)=[O:17])([CH3:22])([CH3:21])[CH3:20]. The catalyst class is: 13. (5) Reactant: Cl.[CH3:2][CH:3]([O:5][C:6]1[CH:13]=[CH:12][C:11]([C:14]2[O:18][N:17]=[C:16]([C:19]3[CH:29]=[CH:28][C:22]4[CH2:23][CH2:24][NH:25][CH2:26][CH2:27][C:21]=4[CH:20]=3)[N:15]=2)=[CH:10][C:7]=1[C:8]#[N:9])[CH3:4].[C:30]([NH2:34])(=[O:33])[CH:31]=[CH2:32].C1CCN2C(=NCCC2)CC1. Product: [C:8]([C:7]1[CH:10]=[C:11]([C:14]2[O:18][N:17]=[C:16]([C:19]3[CH:29]=[CH:28][C:22]4[CH2:23][CH2:24][N:25]([CH2:32][CH2:31][C:30]([NH2:34])=[O:33])[CH2:26][CH2:27][C:21]=4[CH:20]=3)[N:15]=2)[CH:12]=[CH:13][C:6]=1[O:5][CH:3]([CH3:2])[CH3:4])#[N:9]. The catalyst class is: 10. (6) Reactant: [NH2:1][C:2]([CH3:12])([CH3:11])[C:3]([C:5]1[CH:10]=[CH:9][CH:8]=[CH:7][CH:6]=1)=[O:4].CC1[CH:15]=[CH:16][C:17]([S:20](O)(=[O:22])=[O:21])=CC=1.C(C1C=CC(S(Cl)(=O)=O)=CC=1)CC.C(N(CC)CC)C. Product: [CH3:11][C:2]([NH:1][S:20]([CH2:17][CH2:16][CH3:15])(=[O:22])=[O:21])([CH3:12])[C:3](=[O:4])[C:5]1[CH:10]=[CH:9][CH:8]=[CH:7][CH:6]=1. The catalyst class is: 3.